From a dataset of Full USPTO retrosynthesis dataset with 1.9M reactions from patents (1976-2016). Predict the reactants needed to synthesize the given product. (1) Given the product [CH3:13][O:14][C:15]1[CH:16]=[C:17]2[C:21](=[CH:22][CH:23]=1)[N:20]([C:2]1[C:3]3[CH:11]=[C:10]([CH3:12])[O:9][C:4]=3[N:5]=[C:6]([CH3:8])[N:7]=1)[CH2:19][CH2:18]2, predict the reactants needed to synthesize it. The reactants are: Cl[C:2]1[C:3]2[CH:11]=[C:10]([CH3:12])[O:9][C:4]=2[N:5]=[C:6]([CH3:8])[N:7]=1.[CH3:13][O:14][C:15]1[CH:16]=[C:17]2[C:21](=[CH:22][CH:23]=1)[NH:20][CH2:19][CH2:18]2. (2) Given the product [ClH:27].[C:1]1([S:11]([C:14]2[CH:15]=[CH:16][C:17]3[O:26][C:25]4[CH2:24][CH2:23][NH:22][CH2:21][C:20]=4[C:18]=3[CH:19]=2)(=[O:13])=[O:12])[C:10]2[C:5](=[CH:6][CH:7]=[CH:8][CH:9]=2)[CH:4]=[CH:3][CH:2]=1, predict the reactants needed to synthesize it. The reactants are: [C:1]1([S:11]([C:14]2[CH:15]=[CH:16][C:17]3[O:26][C:25]4[CH2:24][CH2:23][NH:22][CH2:21][C:20]=4[C:18]=3[CH:19]=2)(=[O:13])=[O:12])[C:10]2[C:5](=[CH:6][CH:7]=[CH:8][CH:9]=2)[CH:4]=[CH:3][CH:2]=1.[ClH:27]. (3) Given the product [Cl:1][C:2]1[CH:7]=[CH:6][C:5]([N:8]2[C:12]([S:13][CH3:14])=[C:11]([C:15]([OH:17])=[O:16])[N:10]=[C:9]2[C:22]2[CH:27]=[CH:26][C:25]([Cl:28])=[CH:24][C:23]=2[Cl:29])=[CH:4][CH:3]=1, predict the reactants needed to synthesize it. The reactants are: [Cl:1][C:2]1[CH:7]=[CH:6][C:5]([N:8]2[C:12]([S:13][CH3:14])=[C:11]([C:15]([O:17]C(C)(C)C)=[O:16])[N:10]=[C:9]2[C:22]2[CH:27]=[CH:26][C:25]([Cl:28])=[CH:24][C:23]=2[Cl:29])=[CH:4][CH:3]=1.C(O)(C(F)(F)F)=O. (4) Given the product [Br:1][C:2]1[CH:10]=[C:9]2[C:5](/[C:6](=[N:15]/[OH:16])/[CH2:7][C:8]32[CH2:12][CH2:11]3)=[CH:4][CH:3]=1, predict the reactants needed to synthesize it. The reactants are: [Br:1][C:2]1[CH:10]=[C:9]2[C:5]([C:6](=O)[CH2:7][C:8]32[CH2:12][CH2:11]3)=[CH:4][CH:3]=1.Cl.[NH2:15][OH:16].CC([O-])=O.[Na+]. (5) Given the product [C:17]([O:16][C:14]([N:7]1[C@H:6]([CH2:4][OH:3])[CH2:11][C@:10]2([CH2:12][OH:13])[C@H:8]1[CH2:9]2)=[O:15])([CH3:20])([CH3:19])[CH3:18], predict the reactants needed to synthesize it. The reactants are: C([O:3][C:4]([C@@H:6]1[CH2:11][C@:10]2([CH2:12][OH:13])[C@@H:8]([CH2:9]2)[N:7]1[C:14]([O:16][C:17]([CH3:20])([CH3:19])[CH3:18])=[O:15])=O)C.[Li+].[BH4-].C([O-])(O)=O.[Na+].